Dataset: Catalyst prediction with 721,799 reactions and 888 catalyst types from USPTO. Task: Predict which catalyst facilitates the given reaction. (1) Reactant: Br[C:2]1[N:3]=[C:4]2[C:10]([C:11]([NH:13][C:14]([CH3:17])([CH3:16])[CH3:15])=[O:12])=[CH:9][N:8]([CH2:18][O:19][CH2:20][CH2:21][Si:22]([CH3:25])([CH3:24])[CH3:23])[C:5]2=[N:6][CH:7]=1.[CH3:26][S:27]([C:30]1[N:35]=[CH:34][C:33]([NH2:36])=[CH:32][CH:31]=1)(=[O:29])=[O:28].CC1(C)C2C(=C(P(C3C=CC=CC=3)C3C=CC=CC=3)C=CC=2)OC2C(P(C3C=CC=CC=3)C3C=CC=CC=3)=CC=CC1=2.C(=O)([O-])[O-].[Cs+].[Cs+]. Product: [C:14]([NH:13][C:11]([C:10]1[C:4]2[C:5](=[N:6][CH:7]=[C:2]([NH:36][C:33]3[CH:34]=[N:35][C:30]([S:27]([CH3:26])(=[O:29])=[O:28])=[CH:31][CH:32]=3)[N:3]=2)[N:8]([CH2:18][O:19][CH2:20][CH2:21][Si:22]([CH3:25])([CH3:24])[CH3:23])[CH:9]=1)=[O:12])([CH3:17])([CH3:16])[CH3:15]. The catalyst class is: 62. (2) Reactant: [H-].[Na+].[Br:3][C:4]1[CH:5]=[C:6]2[C:10](=[CH:11][CH:12]=1)[NH:9][N:8]=[CH:7]2.S(O[CH2:24][CH:25]1[CH2:30][CH2:29][N:28]([C:31]([O:33][CH2:34][C:35]2[CH:40]=[CH:39][CH:38]=[CH:37][CH:36]=2)=[O:32])[CH2:27][CH2:26]1)(C1C=CC(C)=CC=1)(=O)=O.C(OCC)(=O)C.CCCCCC. Product: [Br:3][C:4]1[CH:5]=[C:6]2[C:10](=[CH:11][CH:12]=1)[N:9]([CH2:24][CH:25]1[CH2:30][CH2:29][N:28]([C:31]([O:33][CH2:34][C:35]3[CH:36]=[CH:37][CH:38]=[CH:39][CH:40]=3)=[O:32])[CH2:27][CH2:26]1)[N:8]=[CH:7]2. The catalyst class is: 3. (3) Reactant: [Na].[CH3:2][CH:3]([C:9](OCC)=O)[C:4]([O:6]CC)=O.[Br:14][C:15]1[CH:16]=[CH:17][C:18]([CH3:23])=[C:19]([CH:22]=1)CCl.[OH-].[K+].O=S(Cl)[Cl:28]. Product: [Br:14][C:15]1[CH:22]=[CH:19][C:18]([CH3:23])=[C:17]([CH2:9][CH:3]([CH3:2])[C:4]([Cl:28])=[O:6])[CH:16]=1. The catalyst class is: 40. (4) Reactant: [N:1]1[CH:6]=[CH:5][CH:4]=[C:3]([C:7]2[N:16]=[C:10]3[CH:11]=[CH:12][C:13]([NH2:15])=[CH:14][N:9]3[N:8]=2)[CH:2]=1.[CH2:17]([O:19][C:20]([C:22]1[CH:23]=[N:24][N:25]([CH3:30])[C:26]=1[C:27](O)=[O:28])=[O:21])[CH3:18].CCCP(=O)=O.C(OCC)(=O)C.C(N(CC)C(C)C)(C)C. Product: [CH2:17]([O:19][C:20]([C:22]1[CH:23]=[N:24][N:25]([CH3:30])[C:26]=1[C:27](=[O:28])[NH:15][C:13]1[CH:12]=[CH:11][C:10]2[N:9]([N:8]=[C:7]([C:3]3[CH:2]=[N:1][CH:6]=[CH:5][CH:4]=3)[N:16]=2)[CH:14]=1)=[O:21])[CH3:18]. The catalyst class is: 7. (5) Reactant: S([O-])(=O)(=O)C.[N:6]1[C:15]2[C:10](=[CH:11][CH:12]=[CH:13][CH:14]=2)[CH:9]=[N:8][CH:7]=1.C([O-])([O-])=O.[Cs+].[Cs+]. Product: [CH2:9]([C:7]1[N:8]=[CH:9][C:10]2[C:15](=[CH:14][CH:13]=[CH:12][CH:11]=2)[N:6]=1)[C:10]1[CH:15]=[CH:14][CH:13]=[CH:12][CH:11]=1. The catalyst class is: 10. (6) Product: [F:38][C:39]1[CH:46]=[CH:45][CH:44]=[CH:43][C:40]=1[CH2:41][N:6]1[C:5]2[C:9](=[N:10][C:2]([Cl:1])=[N:3][CH:4]=2)[N:8]([C:11]2[CH:16]=[CH:15][CH:14]=[C:13]([O:17][CH3:18])[CH:12]=2)[C:7]1=[O:19]. The catalyst class is: 10. Reactant: [Cl:1][C:2]1[N:10]=[C:9]2[C:5]([NH:6][C:7](=[O:19])[N:8]2[C:11]2[CH:16]=[CH:15][CH:14]=[C:13]([O:17][CH3:18])[CH:12]=2)=[CH:4][N:3]=1.C(N=P1(N(CC)CC)N(C)CCCN1C)(C)(C)C.[F:38][C:39]1[CH:46]=[CH:45][CH:44]=[CH:43][C:40]=1[CH2:41]Br.